This data is from Reaction yield outcomes from USPTO patents with 853,638 reactions. The task is: Predict the reaction yield, written as a fraction of the theoretical maximum amount of product (1.0 means a 100% yield; for example, 0.34 means a 34% yield). (1) The reactants are [Cl:1][S:2]([C:5]1[CH:13]=[CH:12][C:8]([C:9]([OH:11])=[O:10])=[CH:7][CH:6]=1)(=[O:4])=[O:3].S(Cl)(Cl)=O.Cl[CH:19](Cl)C. No catalyst specified. The product is [Cl:1][S:2]([C:5]1[CH:6]=[CH:7][C:8]([C:9]([O:11][CH3:19])=[O:10])=[CH:12][CH:13]=1)(=[O:4])=[O:3]. The yield is 0.840. (2) The reactants are C(O[C:4](=[O:24])[CH2:5][C:6](=O)[CH2:7][CH2:8][CH2:9][CH2:10][CH2:11][CH2:12][CH2:13][CH2:14][CH2:15][CH2:16][CH2:17][CH2:18][CH2:19][CH2:20][CH2:21][CH3:22])C.[C:25]([CH2:27][C:28]([NH2:30])=[O:29])#[N:26].N1CCCCC1. The catalyst is CO. The product is [C:25]([C:27]1[C:28]([OH:29])=[N:30][C:4]([OH:24])=[CH:5][C:6]=1[CH2:7][CH2:8][CH2:9][CH2:10][CH2:11][CH2:12][CH2:13][CH2:14][CH2:15][CH2:16][CH2:17][CH2:18][CH2:19][CH2:20][CH2:21][CH3:22])#[N:26]. The yield is 0.400. (3) The reactants are Cl.[CH3:2][O:3][C:4]1[CH:5]=[C:6]2[C:11](=[CH:12][C:13]=1[O:14][CH3:15])[CH2:10][NH:9][CH2:8][CH2:7]2.C(=O)([O-])[O-].[K+].[K+].Br[CH2:23][C:24]([O:26][CH3:27])=[O:25]. The catalyst is C(#N)C.C(OCC)(=O)C. The product is [CH3:2][O:3][C:4]1[CH:5]=[C:6]2[C:11](=[CH:12][C:13]=1[O:14][CH3:15])[CH2:10][N:9]([CH2:23][C:24]([O:26][CH3:27])=[O:25])[CH2:8][CH2:7]2. The yield is 0.750. (4) The reactants are [NH2:1][C:2]1[CH:6]=[C:5]([C:7]([CH3:10])([CH3:9])[CH3:8])[NH:4][N:3]=1.CC[O:13][C:14]([CH:16]([C:20]([CH3:22])=O)[C:17]([CH3:19])=O)=[O:15]. The catalyst is C(O)(=O)C. The product is [C:7]([C:5]1[CH:6]=[C:2]2[N:1]=[C:17]([CH3:19])[C:16]([C:14]([OH:15])=[O:13])=[C:20]([CH3:22])[N:3]2[N:4]=1)([CH3:10])([CH3:9])[CH3:8]. The yield is 0.780.